This data is from Full USPTO retrosynthesis dataset with 1.9M reactions from patents (1976-2016). The task is: Predict the reactants needed to synthesize the given product. (1) The reactants are: [F:1][C:2]([F:16])([F:15])[O:3][C:4]1[CH:5]=[C:6]2[C:11](=[CH:12][CH:13]=1)[N+:10]([O-])=[CH:9][CH:8]=[CH:7]2.C(=O)([O-])[O-:18].[Na+].[Na+]. Given the product [F:1][C:2]([F:16])([F:15])[O:3][C:4]1[CH:5]=[C:6]2[C:11](=[CH:12][CH:13]=1)[NH:10][C:9](=[O:18])[CH:8]=[CH:7]2, predict the reactants needed to synthesize it. (2) Given the product [NH2:15][C:10]1[N:11]=[C:12]([CH3:14])[N:13]=[C:8]([C:7]2[C:2]([NH:21][C:22]3[CH:23]=[C:24]([NH:29][S:30]([CH3:33])(=[O:32])=[O:31])[C:25]([Cl:28])=[N:26][CH:27]=3)=[N:3][CH:4]=[C:5]([O:16][CH2:17][CH2:18][O:19][CH3:20])[CH:6]=2)[N:9]=1, predict the reactants needed to synthesize it. The reactants are: F[C:2]1[C:7]([C:8]2[N:13]=[C:12]([CH3:14])[N:11]=[C:10]([NH2:15])[N:9]=2)=[CH:6][C:5]([O:16][CH2:17][CH2:18][O:19][CH3:20])=[CH:4][N:3]=1.[NH2:21][C:22]1[CH:23]=[C:24]([NH:29][S:30]([CH3:33])(=[O:32])=[O:31])[C:25]([Cl:28])=[N:26][CH:27]=1.C[Si]([N-][Si](C)(C)C)(C)C.[Na+].[NH4+].[Cl-]. (3) Given the product [CH3:5][C:6]1([CH3:28])[O:10][C:9](=[O:11])[N:8]([C:12]2[CH:20]=[CH:19][C:15]([C:16]([Cl:3])=[O:17])=[C:14]([CH3:21])[CH:13]=2)[C@H:7]1[C:22]1[CH:27]=[CH:26][CH:25]=[CH:24][CH:23]=1, predict the reactants needed to synthesize it. The reactants are: S(Cl)([Cl:3])=O.[CH3:5][C:6]1([CH3:28])[O:10][C:9](=[O:11])[N:8]([C:12]2[CH:20]=[CH:19][C:15]([C:16](O)=[O:17])=[C:14]([CH3:21])[CH:13]=2)[C@H:7]1[C:22]1[CH:27]=[CH:26][CH:25]=[CH:24][CH:23]=1. (4) Given the product [C:1]([O:5][C:6]([N:8]1[CH2:13][C@H:12]([CH2:14][N:15]2[CH2:20][CH2:19][O:18][CH2:17][C:16]2=[O:21])[NH:11][CH2:10][C@H:9]1[CH3:29])=[O:7])([CH3:4])([CH3:2])[CH3:3], predict the reactants needed to synthesize it. The reactants are: [C:1]([O:5][C:6]([N:8]1[CH2:13][C@H:12]([CH2:14][N:15]2[CH2:20][CH2:19][O:18][CH2:17][C:16]2=[O:21])[N:11](CC2C=CC=CC=2)[CH2:10][C@H:9]1[CH3:29])=[O:7])([CH3:4])([CH3:3])[CH3:2]. (5) Given the product [OH:23][C@H:20]1[CH2:21][CH2:22][N:18]([CH:2]2[CH2:7][CH2:6][N:5]([C:8]([O:10][CH2:11][C:12]3[CH:17]=[CH:16][CH:15]=[CH:14][CH:13]=3)=[O:9])[CH2:4][CH2:3]2)[CH2:19]1, predict the reactants needed to synthesize it. The reactants are: O=[C:2]1[CH2:7][CH2:6][N:5]([C:8]([O:10][CH2:11][C:12]2[CH:17]=[CH:16][CH:15]=[CH:14][CH:13]=2)=[O:9])[CH2:4][CH2:3]1.[NH:18]1[CH2:22][CH2:21][C@H:20]([OH:23])[CH2:19]1.C(O[BH-](OC(=O)C)OC(=O)C)(=O)C.[Na+].C(O)(=O)C. (6) Given the product [Br:1][C:2]1[CH:7]=[CH:6][C:5]([C:8]2[N:12]([CH2:13][CH:14]3[CH2:15][N:16]([C:18]([CH:39]4[CH2:41][CH2:40]4)=[O:19])[CH2:17]3)[CH:11]=[N:10][N:9]=2)=[C:4]([F:25])[CH:3]=1, predict the reactants needed to synthesize it. The reactants are: [Br:1][C:2]1[CH:7]=[CH:6][C:5]([C:8]2[N:12]([CH2:13][CH:14]3[CH2:17][N:16]([C:18](OC(C)(C)C)=[O:19])[CH2:15]3)[CH:11]=[N:10][N:9]=2)=[C:4]([F:25])[CH:3]=1.C(O)(C(F)(F)F)=O.CCN([CH:39]([CH3:41])[CH3:40])C(C)C.C1(C(Cl)=O)CC1. (7) Given the product [CH2:23]([O:30][C:31]([N:5]1[CH2:6][CH:2]([F:1])[C@:3]([CH3:22])([C:15]([O:17][C:18]([CH3:21])([CH3:20])[CH3:19])=[O:16])[CH2:4]1)=[O:32])[C:24]1[CH:29]=[CH:28][CH:27]=[CH:26][CH:25]=1, predict the reactants needed to synthesize it. The reactants are: [F:1][CH:2]1[CH2:6][N:5]([C@@H](C2C=CC=CC=2)C)[CH2:4][C@@:3]1([CH3:22])[C:15]([O:17][C:18]([CH3:21])([CH3:20])[CH3:19])=[O:16].[CH2:23]([O:30][C:31](Cl)=[O:32])[C:24]1[CH:29]=[CH:28][CH:27]=[CH:26][CH:25]=1.